Dataset: Reaction yield outcomes from USPTO patents with 853,638 reactions. Task: Predict the reaction yield, written as a fraction of the theoretical maximum amount of product (1.0 means a 100% yield; for example, 0.34 means a 34% yield). The reactants are [S:1]1[CH2:6][C:5](=[O:7])[NH:4][C:3]2[CH:8]=[CH:9][CH:10]=[CH:11][C:2]1=2.Br[CH2:13][C:14]1[CH:19]=[CH:18][CH:17]=[CH:16][C:15]=1[F:20].CC([O-])(C)C.[K+].O. The catalyst is CN(C=O)C. The product is [F:20][C:15]1[CH:16]=[CH:17][CH:18]=[CH:19][C:14]=1[CH2:13][N:4]1[C:5](=[O:7])[CH2:6][S:1][C:2]2[CH:11]=[CH:10][CH:9]=[CH:8][C:3]1=2. The yield is 0.910.